Dataset: Full USPTO retrosynthesis dataset with 1.9M reactions from patents (1976-2016). Task: Predict the reactants needed to synthesize the given product. (1) The reactants are: [NH2:1][CH2:2][C@@H:3]1[C@H:8]([CH3:9])[CH2:7][CH2:6][CH2:5][N:4]1[C:10]([C:12]1[CH:17]=[C:16]([CH3:18])[CH:15]=[CH:14][C:13]=1[N:19]1[N:23]=[CH:22][CH:21]=[N:20]1)=[O:11].Cl[C:25]1[S:26][CH:27]=[C:28]([CH3:30])[N:29]=1. Given the product [CH3:9][C@@H:8]1[CH2:7][CH2:6][CH2:5][N:4]([C:10]([C:12]2[CH:17]=[C:16]([CH3:18])[CH:15]=[CH:14][C:13]=2[N:19]2[N:23]=[CH:22][CH:21]=[N:20]2)=[O:11])[C@@H:3]1[CH2:2][NH:1][C:25]1[S:26][CH:27]=[C:28]([CH3:30])[N:29]=1, predict the reactants needed to synthesize it. (2) Given the product [CH3:7][CH2:6][CH2:5][CH2:4][CH:3]=[CH:2][CH3:1].[CH3:44][O:43][C:40]1[CH:39]=[CH:38][C:37]([C:36]([O:14][CH2:13][C@H:12]2[O:15][C@@H:8]([N:16]3[CH:23]=[CH:22][C:20](=[O:21])[NH:19][C:17]3=[O:18])[CH2:9][C@@H:10]2[OH:11])([C:45]2[CH:46]=[CH:47][CH:48]=[CH:49][CH:50]=2)[C:35]2[CH:52]=[CH:53][C:32]([O:31][CH3:30])=[CH:33][CH:34]=2)=[CH:42][CH:41]=1, predict the reactants needed to synthesize it. The reactants are: [CH3:1][CH2:2][CH2:3][CH2:4][CH:5]=[CH:6][CH3:7].[C@@H:8]1([N:16]2[CH:23]=[CH:22][C:20](=[O:21])[NH:19][C:17]2=[O:18])[O:15][C@H:12]([CH2:13][OH:14])[C@@H:10]([OH:11])[CH2:9]1.N1C=CC=CC=1.[CH3:30][O:31][C:32]1[CH:53]=[CH:52][C:35]([C:36](Cl)([C:45]2[CH:50]=[CH:49][CH:48]=[CH:47][CH:46]=2)[C:37]2[CH:42]=[CH:41][C:40]([O:43][CH3:44])=[CH:39][CH:38]=2)=[CH:34][CH:33]=1.C(N(CC)CC)C.